From a dataset of Forward reaction prediction with 1.9M reactions from USPTO patents (1976-2016). Predict the product of the given reaction. (1) Given the reactants Br[CH2:2][CH2:3][CH2:4][Cl:5].[C:6]([NH2:10])([CH3:9])([CH3:8])[CH3:7], predict the reaction product. The product is: [Cl:5][CH2:4][CH2:3][CH2:2][NH:10][C:6]([CH3:9])([CH3:8])[CH3:7]. (2) Given the reactants [N+:1]([C:4]1[CH:5]=[CH:6][C:7]([C:10]([C:12]2[CH:17]=[CH:16][C:15]([CH2:18][CH2:19][C:20]([O:22][CH2:23][CH3:24])=[O:21])=[CH:14][CH:13]=2)=[O:11])=[N:8][CH:9]=1)([O-:3])=[O:2].[BH4-].[Na+], predict the reaction product. The product is: [OH:11][CH:10]([C:7]1[CH:6]=[CH:5][C:4]([N+:1]([O-:3])=[O:2])=[CH:9][N:8]=1)[C:12]1[CH:17]=[CH:16][C:15]([CH2:18][CH2:19][C:20]([O:22][CH2:23][CH3:24])=[O:21])=[CH:14][CH:13]=1. (3) Given the reactants [CH2:1]([O:3][C:4]([C:6]1[C:7](=[O:18])[NH:8][C:9]2[C:14]([C:15]=1Cl)=[CH:13][C:12]([F:17])=[CH:11][N:10]=2)=[O:5])[CH3:2].[O:19]1[CH:23]=[CH:22][CH:21]=[C:20]1[C:24]([N:26]1[CH2:31][CH2:30][NH:29][CH2:28][CH2:27]1)=[O:25], predict the reaction product. The product is: [CH2:1]([O:3][C:4]([C:6]1[C:7](=[O:18])[NH:8][C:9]2[C:14]([C:15]=1[N:29]1[CH2:30][CH2:31][N:26]([C:24]([C:20]3[O:19][CH:23]=[CH:22][CH:21]=3)=[O:25])[CH2:27][CH2:28]1)=[CH:13][C:12]([F:17])=[CH:11][N:10]=2)=[O:5])[CH3:2]. (4) Given the reactants [CH3:1][C:2]1[O:6][C:5]([C:7]([F:10])([F:9])[F:8])=[C:4]([C:11]([OH:13])=O)[CH:3]=1.O1CCCC1.C(Cl)(=O)C(Cl)=O.[NH2:25][C:26]1[CH:27]=[C:28]([CH:45]=[CH:46][CH:47]=1)[O:29][C:30]1[CH:31]=[CH:32][C:33]2[N:34]([N:36]=[C:37]([NH:39][C:40]([CH:42]3[CH2:44][CH2:43]3)=[O:41])[N:38]=2)[CH:35]=1, predict the reaction product. The product is: [CH:42]1([C:40]([NH:39][C:37]2[N:38]=[C:33]3[CH:32]=[CH:31][C:30]([O:29][C:28]4[CH:27]=[C:26]([NH:25][C:11]([C:4]5[CH:3]=[C:2]([CH3:1])[O:6][C:5]=5[C:7]([F:8])([F:9])[F:10])=[O:13])[CH:47]=[CH:46][CH:45]=4)=[CH:35][N:34]3[N:36]=2)=[O:41])[CH2:43][CH2:44]1. (5) Given the reactants [CH3:1][O:2][C:3]1[C:8]2[N:9]=[C:10]([C:12]([C@H:14]3[O:19][CH2:18][C@H:17]([NH:20][CH2:21][C:22]4[CH:23]=[CH:24][C:25]5[S:26][CH2:27][C:28](=[O:32])[NH:29][C:30]=5[N:31]=4)[CH2:16][CH2:15]3)=O)[S:11][C:7]=2[CH:6]=[CH:5][CH:4]=1.Cl.[NH2:34][OH:35], predict the reaction product. The product is: [OH:35][N:34]=[C:12]([C:10]1[S:11][C:7]2[CH:6]=[CH:5][CH:4]=[C:3]([O:2][CH3:1])[C:8]=2[N:9]=1)[C@H:14]1[O:19][CH2:18][C@H:17]([NH:20][CH2:21][C:22]2[CH:23]=[CH:24][C:25]3[S:26][CH2:27][C:28](=[O:32])[NH:29][C:30]=3[N:31]=2)[CH2:16][CH2:15]1.